This data is from Reaction yield outcomes from USPTO patents with 853,638 reactions. The task is: Predict the reaction yield, written as a fraction of the theoretical maximum amount of product (1.0 means a 100% yield; for example, 0.34 means a 34% yield). (1) The reactants are [P:1]([O:13][CH2:14][CH2:15][NH:16][CH2:17]C)([O:8][C:9]([CH3:12])([CH3:11])[CH3:10])([O:3][C:4]([CH3:7])([CH3:6])[CH3:5])=[O:2].C(OP(OCCN(C)C(=O)OCC1C=CC=CC=1)(OC(C)(C)C)=O)(C)(C)C. No catalyst specified. The product is [P:1]([O:13][CH2:14][CH2:15][NH:16][CH3:17])([O:3][C:4]([CH3:5])([CH3:6])[CH3:7])([O:8][C:9]([CH3:10])([CH3:11])[CH3:12])=[O:2]. The yield is 0.950. (2) The reactants are C(O[C:4](=[O:19])[C:5]([NH:7][C:8]1[CH:13]=[CH:12][C:11]([O:14][CH3:15])=[CH:10][C:9]=1[N+:16]([O-:18])=[O:17])=[O:6])C.C1(C)C=CC=CC=1.[CH2:27]([NH2:31])[CH2:28][CH2:29][CH3:30]. No catalyst specified. The product is [CH2:27]([NH:31][C:4](=[O:19])[C:5]([NH:7][C:8]1[CH:13]=[CH:12][C:11]([O:14][CH3:15])=[CH:10][C:9]=1[N+:16]([O-:18])=[O:17])=[O:6])[CH2:28][CH2:29][CH3:30]. The yield is 0.930. (3) The yield is 0.760. The catalyst is CC(C)=O. The reactants are [CH3:1][CH:2]([CH2:4][CH2:5][CH2:6][C@H:7]([C@@H:9]1[C@:27]2([CH3:28])[C@H:12]([C@H:13]3[C@H:24]([CH2:25][CH2:26]2)[C@:22]2([CH3:23])[C:16]([CH2:17][C@H:18]([CH2:20][CH2:21]2)[OH:19])=[CH:15][CH2:14]3)[CH2:11][CH2:10]1)[CH3:8])[CH3:3].CC(C)=O.OS(O)(=O)=O.O=[Cr](=O)=O.[Na+].[Cl-]. The product is [CH3:8][CH:7]([CH:9]1[C@:27]2([CH3:28])[CH:12]([CH:13]3[CH:24]([CH2:25][CH2:26]2)[C@:22]2([CH3:23])[CH:16]([CH2:17][C:18](=[O:19])[CH2:20][CH2:21]2)[CH2:15][CH2:14]3)[CH2:11][CH2:10]1)[CH2:6][CH2:5][CH2:4][CH:2]([CH3:1])[CH3:3]. (4) The reactants are [F:1][C:2]1[CH:7]=[CH:6][CH:5]=[CH:4][C:3]=1[C:8]1([CH2:28][CH2:29][OH:30])[O:13][C:12](=[O:14])[N:11]([C:15]2[CH:20]=[CH:19][CH:18]=[C:17]([C:21]3[CH:26]=[CH:25][C:24]([F:27])=[CH:23][CH:22]=3)[N:16]=2)[CH2:10][CH2:9]1.CC([O-])=O.[Na+].CC(O)=O.[Cl:40]N1C(=O)N(Cl)C(=O)N(Cl)C1=O. The catalyst is CC#N.O.C(Cl)Cl. The product is [Cl:40][C:18]1[CH:19]=[CH:20][C:15]([N:11]2[CH2:10][CH2:9][C:8]([C:3]3[CH:4]=[CH:5][CH:6]=[CH:7][C:2]=3[F:1])([CH2:28][CH2:29][OH:30])[O:13][C:12]2=[O:14])=[N:16][C:17]=1[C:21]1[CH:22]=[CH:23][C:24]([F:27])=[CH:25][CH:26]=1. The yield is 0.480. (5) The reactants are [CH3:1][C:2]1[CH:7]=[C:6]([CH3:8])[CH:5]=[C:4]([CH3:9])[C:3]=1[S:10]([C:13]1[CH:18]=[CH:17][C:16]([OH:19])=[CH:15][CH:14]=1)(=[O:12])=[O:11].C1C=CC(P(C2C=CC=CC=2)C2C=CC=CC=2)=CC=1.C(OC(=O)[NH:45][CH2:46][CH2:47]O)(C)(C)C.CC(OC(/N=N/C(OC(C)C)=O)=O)C. The catalyst is C1COCC1. The product is [CH3:9][C:4]1[CH:5]=[C:6]([CH3:8])[CH:7]=[C:2]([CH3:1])[C:3]=1[S:10]([C:13]1[CH:18]=[CH:17][C:16]([O:19][CH2:47][CH2:46][NH2:45])=[CH:15][CH:14]=1)(=[O:12])=[O:11]. The yield is 0.870. (6) The reactants are [F:1][C:2]([F:8])([F:7])[CH:3]([CH3:6])[CH:4]=O.S(=O)(=O)(O)O.Cl.[NH2:15][C:16]1[CH:21]=[CH:20][C:19]([CH2:22][CH2:23][O:24][C:25]2[CH:30]=[CH:29][C:28]([CH2:31][C@H:32]([O:36][CH2:37][CH3:38])[C:33]([OH:35])=[O:34])=[CH:27][CH:26]=2)=[CH:18][CH:17]=1.[BH4-].[Na+]. The catalyst is O1CCCC1.ClCCl.CO. The product is [CH2:37]([O:36][C@@H:32]([CH2:31][C:28]1[CH:29]=[CH:30][C:25]([O:24][CH2:23][CH2:22][C:19]2[CH:20]=[CH:21][C:16]([NH:15][CH2:4][CH:3]([CH3:6])[C:2]([F:8])([F:7])[F:1])=[CH:17][CH:18]=2)=[CH:26][CH:27]=1)[C:33]([OH:35])=[O:34])[CH3:38]. The yield is 0.400.